Dataset: Full USPTO retrosynthesis dataset with 1.9M reactions from patents (1976-2016). Task: Predict the reactants needed to synthesize the given product. (1) Given the product [CH3:4][O:8][N:9]([CH3:10])[C:37]([CH:34]1[CH2:35][CH2:36][N:32]([C:30]([O:29][C:25]([CH3:26])([CH3:27])[CH3:28])=[O:31])[CH2:33]1)=[O:39], predict the reactants needed to synthesize it. The reactants are: CN([C:4]([O:8][N:9]1N=NC2C=CC=N[C:10]1=2)=[N+](C)C)C.F[P-](F)(F)(F)(F)F.[C:25]([O:29][C:30]([N:32]1[CH2:36][CH2:35][CH:34]([C:37]([OH:39])=O)[CH2:33]1)=[O:31])([CH3:28])([CH3:27])[CH3:26].Cl.CNOC.C(N(CC)CC)C. (2) Given the product [C:1]1([S:7]([N:10]2[C:14]3=[N:15][CH:16]=[C:17]([C:19]4[CH:24]=[CH:23][CH:22]=[CH:21][C:20]=4[O:25][C:26]4[CH:31]=[CH:30][CH:29]=[CH:28][CH:27]=4)[CH:18]=[C:13]3[C:12]([C:35]3[CH:40]=[CH:39][CH:38]=[CH:37][CH:36]=3)=[CH:11]2)(=[O:9])=[O:8])[CH:6]=[CH:5][CH:4]=[CH:3][CH:2]=1, predict the reactants needed to synthesize it. The reactants are: [C:1]1([S:7]([N:10]2[C:14]3=[N:15][CH:16]=[C:17]([C:19]4[CH:24]=[CH:23][CH:22]=[CH:21][C:20]=4[O:25][C:26]4[CH:31]=[CH:30][CH:29]=[CH:28][CH:27]=4)[CH:18]=[C:13]3[C:12](I)=[CH:11]2)(=[O:9])=[O:8])[CH:6]=[CH:5][CH:4]=[CH:3][CH:2]=1.[Cl-].[Li+].[C:35]1(B(O)O)[CH:40]=[CH:39][CH:38]=[CH:37][CH:36]=1.C(=O)([O-])[O-].[Na+].[Na+]. (3) Given the product [CH3:14][C:13]1[CH:12]=[CH:11][C:9]2[C:7](=[CH:6][CH:5]=[C:4]([N+:1]([O-:3])=[O:2])[CH:10]=2)[N:8]=1, predict the reactants needed to synthesize it. The reactants are: [N+:1]([C:4]1[CH:10]=[CH:9][C:7]([NH2:8])=[CH:6][CH:5]=1)([O-:3])=[O:2].[CH:11](=O)/[CH:12]=[CH:13]/[CH3:14].[OH-].[K+]. (4) Given the product [C:2]([N:5]1[CH2:6][CH2:7][N:8]([C:11]2[CH:16]=[N:15][C:14]([CH2:17][CH2:18][C:19]3[S:23][C:22]([C:24]([N:36]4[CH:40]=[CH:39][N:38]=[CH:37]4)=[O:26])=[CH:21][CH:20]=3)=[CH:13][CH:12]=2)[CH2:9][CH2:10]1)(=[O:4])[CH3:3], predict the reactants needed to synthesize it. The reactants are: Cl.[C:2]([N:5]1[CH2:10][CH2:9][N:8]([C:11]2[CH:12]=[CH:13][C:14]([CH2:17][CH2:18][C:19]3[S:23][C:22]([C:24]([OH:26])=O)=[CH:21][CH:20]=3)=[N:15][CH:16]=2)[CH2:7][CH2:6]1)(=[O:4])[CH3:3].C(N(CC)CC)C.C([N:36]1[CH:40]=[CH:39][N:38]=[CH:37]1)([N:36]1[CH:40]=[CH:39][N:38]=[CH:37]1)=O. (5) Given the product [OH:37][C@@H:36]([C:38]1[CH:43]=[CH:42][CH:41]=[CH:40][CH:39]=1)[CH2:35][NH:34][C:16]([C@@H:9]1[CH2:10][C:11](=[N:13][O:14][CH3:15])[CH2:12][N:8]1[C:6](=[O:7])[C:28]1[CH:27]=[CH:26][C:25]([C:22]2[CH:21]=[CH:20][N:19]=[CH:24][CH:23]=2)=[CH:33][CH:32]=1)=[O:18], predict the reactants needed to synthesize it. The reactants are: C(O[C:6]([N:8]1[CH2:12][C:11](=[N:13][O:14][CH3:15])[CH2:10][C@H:9]1[C:16]([OH:18])=O)=[O:7])(C)(C)C.[N:19]1[CH:24]=[CH:23][C:22]([C:25]2[CH:33]=[CH:32][C:28](C(O)=O)=[CH:27][CH:26]=2)=[CH:21][CH:20]=1.[NH2:34][CH2:35][C@H:36]([C:38]1[CH:43]=[CH:42][CH:41]=[CH:40][CH:39]=1)[OH:37].